This data is from CYP1A2 inhibition data for predicting drug metabolism from PubChem BioAssay. The task is: Regression/Classification. Given a drug SMILES string, predict its absorption, distribution, metabolism, or excretion properties. Task type varies by dataset: regression for continuous measurements (e.g., permeability, clearance, half-life) or binary classification for categorical outcomes (e.g., BBB penetration, CYP inhibition). Dataset: cyp1a2_veith. (1) The molecule is FC(F)(F)c1ccccc1-c1nc(NCCN2CCOCC2)c2ccccc2n1. The result is 1 (inhibitor). (2) The drug is O=C(O)c1ccc(C(=O)c2ccccc2)c(C(=O)O)c1. The result is 0 (non-inhibitor). (3) The molecule is Cc1nnc(SCc2nc(N)nc(Nc3ccccc3)n2)s1. The result is 1 (inhibitor). (4) The result is 1 (inhibitor). The compound is N#C/C(=C\c1cn[nH]c1-c1ccccc1)C(=O)NC1CCCCCC1.